From a dataset of Drug half-life prediction data from Obach et al.. Regression/Classification. Given a drug SMILES string, predict its absorption, distribution, metabolism, or excretion properties. Task type varies by dataset: regression for continuous measurements (e.g., permeability, clearance, half-life) or binary classification for categorical outcomes (e.g., BBB penetration, CYP inhibition). For this dataset (half_life_obach), we predict log10(half-life) (log10 of half-life in hours). (1) The molecule is CN(C)CCCN1c2ccccc2Sc2ccccc21. The log10(half-life) is 0.900. (2) The drug is CNS(=O)(=O)CCc1ccc2[nH]cc(C3CCN(C)CC3)c2c1. The log10(half-life) is 0.820. (3) The drug is O=C(O[C@H]1CN2CCC1CC2)N1CCc2ccccc2[C@@H]1c1ccccc1. The log10(half-life) is 1.72. (4) The compound is O=C(O)CCNC(=O)c1ccccc1. The log10(half-life) is -0.230.